From a dataset of Full USPTO retrosynthesis dataset with 1.9M reactions from patents (1976-2016). Predict the reactants needed to synthesize the given product. (1) Given the product [Cl:1][C:2]1[CH:7]=[C:6]([C:8]([F:11])([F:9])[F:10])[CH:5]=[C:4]([Cl:12])[C:3]=1[N:13]1[C:17]([CH:30]=[O:33])=[C:16]([S:20][C:21]([F:22])([F:24])[F:23])[C:15]([C:25](=[NH:26])[NH:28][OH:29])=[N:14]1, predict the reactants needed to synthesize it. The reactants are: [Cl:1][C:2]1[CH:7]=[C:6]([C:8]([F:11])([F:10])[F:9])[CH:5]=[C:4]([Cl:12])[C:3]=1[N:13]1[C:17](C=O)=[C:16]([S:20][C:21]([F:24])([F:23])[F:22])[C:15]([C:25]#[N:26])=[N:14]1.Cl.[NH2:28][OH:29].[C:30](=[O:33])([O-])[O-].[Na+].[Na+]. (2) Given the product [CH:1]1[C:11]2[CH2:10][C:9]3([CH2:15][CH2:14][CH:13]([N:16]4[CH2:20][CH2:19][C:18]([CH3:25])([C:21]([OH:23])=[O:22])[CH2:17]4)[CH2:12]3)[C:8]3[CH:26]=[CH:27][CH:28]=[CH:29][C:7]=3[CH2:6][C:5]=2[CH:4]=[CH:3][CH:2]=1, predict the reactants needed to synthesize it. The reactants are: [CH:1]1[C:11]2[CH2:10][C:9]3([CH2:15][CH2:14][CH:13]([N:16]4[CH2:20][CH2:19][C:18]([CH3:25])([C:21]([O:23]C)=[O:22])[CH2:17]4)[CH2:12]3)[C:8]3[CH:26]=[CH:27][CH:28]=[CH:29][C:7]=3[CH2:6][C:5]=2[CH:4]=[CH:3][CH:2]=1.[OH-].[K+]. (3) Given the product [Cl:8][C:6]1[CH:5]=[N:4][C:3]2[NH:9][C:10]3[C:15]([C:2]=2[CH:7]=1)=[CH:14][CH:13]=[CH:12][C:11]=3[O:16][CH3:17], predict the reactants needed to synthesize it. The reactants are: Cl[C:2]1[C:3]([NH:9][C:10]2[CH:15]=[CH:14][CH:13]=[CH:12][C:11]=2[O:16][CH3:17])=[N:4][CH:5]=[C:6]([Cl:8])[CH:7]=1.C1(P(C2CCCCC2)C2C=CC=CC=2C2C=CC=CC=2)CCCCC1.CN(C)C(=O)C.C1CCN2C(=NCCC2)CC1. (4) Given the product [OH:37][NH:34][C:5](=[O:6])[C@H:4]([NH:8][S:9]([CH2:12][C:13]1[CH:22]=[CH:21][C:20]2[C:15](=[CH:16][CH:17]=[CH:18][CH:19]=2)[CH:14]=1)(=[O:11])=[O:10])[CH2:3][CH:2]([CH3:23])[CH3:1], predict the reactants needed to synthesize it. The reactants are: [CH3:1][CH:2]([CH3:23])[CH2:3][C@@H:4]([NH:8][S:9]([CH2:12][C:13]1[CH:22]=[CH:21][C:20]2[C:15](=[CH:16][CH:17]=[CH:18][CH:19]=2)[CH:14]=1)(=[O:11])=[O:10])[C:5](O)=[O:6].C(Cl)CCl.C1C=NC2[N:34]([OH:37])N=NC=2C=1.Cl.NO.CN1CCOCC1. (5) Given the product [S:4]1[CH2:5][CH2:6][CH2:7][S:8][C:3]1=[C:20]1[C:19]2[C:24](=[CH:25][CH:26]=[C:17]([F:16])[CH:18]=2)[O:23][CH2:22][CH2:21]1, predict the reactants needed to synthesize it. The reactants are: C[Si](C)(C)[CH:3]1[S:8][CH2:7][CH2:6][CH2:5][S:4]1.[Li]CCCC.[F:16][C:17]1[CH:18]=[C:19]2[C:24](=[CH:25][CH:26]=1)[O:23][CH2:22][CH2:21][C:20]2=O.O. (6) Given the product [Cl:1][C:2]1[CH:3]=[CH:4][C:5]2[CH:9]=[C:8]([S:10]([N:13]3[CH2:18][CH2:17][N:16]([CH2:19][C:20]4[S:21][C:22]5[CH2:28][CH2:27][CH2:26][CH:25]([OH:29])[C:23]=5[N:24]=4)[C:15](=[O:30])[CH2:14]3)(=[O:11])=[O:12])[S:7][C:6]=2[CH:31]=1, predict the reactants needed to synthesize it. The reactants are: [Cl:1][C:2]1[CH:3]=[CH:4][C:5]2[CH:9]=[C:8]([S:10]([N:13]3[CH2:18][CH2:17][N:16]([CH2:19][C:20]4[S:21][C:22]5[CH2:28][CH2:27][CH2:26][C:25](=[O:29])[C:23]=5[N:24]=4)[C:15](=[O:30])[CH2:14]3)(=[O:12])=[O:11])[S:7][C:6]=2[CH:31]=1.[BH4-].[Na+]. (7) The reactants are: [C:1]([C:3]1([C:8]2[CH:13]=[CH:12][CH:11]=[CH:10][CH:9]=2)[CH2:7][CH2:6][CH2:5][CH2:4]1)#[CH:2].[N:14]([CH:17]1[CH2:36][N:21]2[C:22]3[C:27]([C:28]([CH2:29][C:30]([O:32]CCC)=[O:31])=[C:20]2[CH2:19][CH2:18]1)=[CH:26][CH:25]=[CH:24][CH:23]=3)=[N+:15]=[N-:16].[N-]=[N+]=[N-]. Given the product [C:8]1([C:3]2([C:1]3[N:14]([CH:17]4[CH2:36][N:21]5[C:22]6[C:27]([C:28]([CH2:29][C:30]([OH:32])=[O:31])=[C:20]5[CH2:19][CH2:18]4)=[CH:26][CH:25]=[CH:24][CH:23]=6)[N:15]=[N:16][CH:2]=3)[CH2:7][CH2:6][CH2:5][CH2:4]2)[CH:13]=[CH:12][CH:11]=[CH:10][CH:9]=1, predict the reactants needed to synthesize it.